This data is from Forward reaction prediction with 1.9M reactions from USPTO patents (1976-2016). The task is: Predict the product of the given reaction. (1) Given the reactants C([NH:4][C:5]1[CH:9]=[CH:8][N:7]([C:10]2[CH:15]=[CH:14][C:13]([Br:16])=[CH:12][CH:11]=2)[C:6]=1[C:17]([O:19][CH2:20][CH3:21])=[O:18])(=O)C.Cl, predict the reaction product. The product is: [NH2:4][C:5]1[CH:9]=[CH:8][N:7]([C:10]2[CH:11]=[CH:12][C:13]([Br:16])=[CH:14][CH:15]=2)[C:6]=1[C:17]([O:19][CH2:20][CH3:21])=[O:18]. (2) Given the reactants [CH3:1][S:2][C:3]1[S:4][C:5]([C:20]2[CH:24]=[CH:23][NH:22][N:21]=2)=[C:6]2[CH2:11][CH2:10][N:9](C(OC(C)(C)C)=O)[C:8](=[O:19])[C:7]=12.C(O)(C(F)(F)F)=O, predict the reaction product. The product is: [CH3:1][S:2][C:3]1[S:4][C:5]([C:20]2[CH:24]=[CH:23][NH:22][N:21]=2)=[C:6]2[CH2:11][CH2:10][NH:9][C:8](=[O:19])[C:7]=12. (3) Given the reactants [C:1](OC(=O)C)(=[O:3])C.C(O)=O.[CH2:11]([C:13]1[CH:26]=[CH:25][C:16]([O:17][C:18]2[CH:24]=[CH:23][CH:22]=[CH:21][C:19]=2[NH2:20])=[C:15]([O:27][CH3:28])[CH:14]=1)[CH3:12], predict the reaction product. The product is: [CH2:11]([C:13]1[CH:26]=[CH:25][C:16]([O:17][C:18]2[CH:24]=[CH:23][CH:22]=[CH:21][C:19]=2[NH:20][CH:1]=[O:3])=[C:15]([O:27][CH3:28])[CH:14]=1)[CH3:12]. (4) Given the reactants [I:1]I.[CH2:3]([O:10][C:11]1[CH:16]=[C:15]([O:17][CH2:18][CH2:19][CH3:20])[CH:14]=[CH:13][C:12]=1[CH2:21][CH3:22])[C:4]1[CH:9]=[CH:8][CH:7]=[CH:6][CH:5]=1, predict the reaction product. The product is: [CH2:3]([O:10][C:11]1[CH:16]=[C:15]([O:17][CH2:18][CH2:19][CH3:20])[C:14]([I:1])=[CH:13][C:12]=1[CH2:21][CH3:22])[C:4]1[CH:5]=[CH:6][CH:7]=[CH:8][CH:9]=1. (5) The product is: [CH2:1]([O:8][NH:9][C@H:10]1[CH2:15][N:14]([C:16](=[O:21])[C:17]([F:19])([F:20])[F:18])[C@H:13]([C:22]([OH:24])=[O:23])[CH2:12][CH2:11]1)[C:2]1[CH:3]=[CH:4][CH:5]=[CH:6][CH:7]=1. Given the reactants [CH2:1]([O:8][NH:9][C@H:10]1[CH2:15][N:14]([C:16](=[O:21])[C:17]([F:20])([F:19])[F:18])[C@H:13]([C:22]([O:24]C(C)(C)C)=[O:23])[CH2:12][CH2:11]1)[C:2]1[CH:7]=[CH:6][CH:5]=[CH:4][CH:3]=1.FC(F)(F)C(O)=O, predict the reaction product. (6) Given the reactants [F:1][C:2]([F:25])([F:24])[O:3][C:4]1[CH:9]=[CH:8][C:7]([N:10]2[CH:14]=[N:13][C:12]([C:15]3[CH:20]=[CH:19][C:18]([N+:21]([O-])=O)=[CH:17][CH:16]=3)=[N:11]2)=[CH:6][CH:5]=1.C1C(=O)N(Br)C(=O)C1.CSC.[N+](C1C=CC(C=NNC2C=CC(OC(F)(F)F)=CC=2)=CC=1)([O-])=O.[Br-].N1C=NN=N1.C(N(CC)CC)C, predict the reaction product. The product is: [F:25][C:2]([F:1])([F:24])[O:3][C:4]1[CH:5]=[CH:6][C:7]([N:10]2[CH:14]=[N:13][C:12]([C:15]3[CH:20]=[CH:19][C:18]([NH2:21])=[CH:17][CH:16]=3)=[N:11]2)=[CH:8][CH:9]=1.